Dataset: Reaction yield outcomes from USPTO patents with 853,638 reactions. Task: Predict the reaction yield, written as a fraction of the theoretical maximum amount of product (1.0 means a 100% yield; for example, 0.34 means a 34% yield). (1) The reactants are [N:1]1([C:7](OC(C)(C)C)=O)[CH2:6][CH2:5][NH:4][CH2:3][CH2:2]1.[Br:14][C:15]1[CH:16]=[C:17]([Cl:22])C(Cl)=[N:19][CH:20]=1.CCN(C(C)C)C(C)C.C(O)(C(F)(F)F)=O. The catalyst is C(Cl)Cl. The product is [Br:14][C:15]1[CH:16]=[C:17]([Cl:22])[C:7]([N:1]2[CH2:2][CH2:3][NH:4][CH2:5][CH2:6]2)=[N:19][CH:20]=1. The yield is 0.770. (2) The reactants are [CH3:1][C:2]([C:6]1[NH:7][C:8]2[C:13]([CH:14]=1)=[CH:12][C:11]([N+:15]([O-:17])=[O:16])=[CH:10][CH:9]=2)([CH3:5])[CH2:3][NH2:4].CCN(CC)CC.[C:25](O[C:25]([O:27][C:28]([CH3:31])([CH3:30])[CH3:29])=[O:26])([O:27][C:28]([CH3:31])([CH3:30])[CH3:29])=[O:26].O. The catalyst is C1COCC1. The product is [CH3:5][C:2]([C:6]1[NH:7][C:8]2[C:13]([CH:14]=1)=[CH:12][C:11]([N+:15]([O-:17])=[O:16])=[CH:10][CH:9]=2)([CH3:1])[CH2:3][NH:4][C:25](=[O:26])[O:27][C:28]([CH3:31])([CH3:30])[CH3:29]. The yield is 0.670. (3) The reactants are [Br-].[F:2][C:3]([F:9])([F:8])[CH2:4][C:5](=[O:7])[CH3:6].[CH2:10](OCC)C. No catalyst specified. The product is [F:2][C:3]([F:9])([F:8])[CH2:4][C:5]([CH3:10])([OH:7])[CH3:6]. The yield is 0.890. (4) The reactants are [C:1]([O:5][CH:6]([C:12]1[S:13][C:14](Br)=[CH:15][C:16]=1[Br:17])[C:7]([O:9][CH2:10][CH3:11])=[O:8])([CH3:4])([CH3:3])[CH3:2].P([O-])([O-])([O-])=O.[K+].[K+].[K+].[C:27]1(B(O)O)[CH:32]=[CH:31][CH:30]=[CH:29][CH:28]=1. The catalyst is O1CCCC1.C([O-])(=O)C.[Pd+2].C([O-])(=O)C.CC1(C)C2C(=C(P(C3C=CC=CC=3)C3C=CC=CC=3)C=CC=2)OC2C(P(C3C=CC=CC=3)C3C=CC=CC=3)=CC=CC1=2. The product is [Br:17][C:16]1[CH:15]=[C:14]([C:27]2[CH:32]=[CH:31][CH:30]=[CH:29][CH:28]=2)[S:13][C:12]=1[CH:6]([O:5][C:1]([CH3:4])([CH3:3])[CH3:2])[C:7]([O:9][CH2:10][CH3:11])=[O:8]. The yield is 0.650.